Dataset: Full USPTO retrosynthesis dataset with 1.9M reactions from patents (1976-2016). Task: Predict the reactants needed to synthesize the given product. (1) Given the product [Pd:63].[CH:46]1[CH:45]=[CH:44][C:43]([P:42]([C:41]2[C:32]([C:31]3[C:22]([P:15]([C:12]4[CH:11]=[CH:10][CH:9]=[CH:14][CH:13]=4)[C:16]4[CH:21]=[CH:20][CH:19]=[CH:18][CH:17]=4)=[CH:23][CH:24]=[C:25]4[C:30]=3[CH:29]=[CH:28][CH:27]=[CH:26]4)=[C:33]3[C:38]([CH:37]=[CH:36][CH:35]=[CH:34]3)=[CH:39][CH:40]=2)[C:49]2[CH:50]=[CH:51][CH:52]=[CH:53][CH:54]=2)=[CH:48][CH:47]=1, predict the reactants needed to synthesize it. The reactants are: CC([O-])(C)C.[Na+].N#N.[CH:9]1[CH:10]=[CH:11][C:12]([P:15]([C:22]2[C:31]([C:32]3[C:41]([P:42]([C:49]4[CH:50]=[CH:51][CH:52]=[CH:53][CH:54]=4)[C:43]4[CH:44]=[CH:45][CH:46]=[CH:47][CH:48]=4)=[CH:40][CH:39]=[C:38]4[C:33]=3[CH:34]=[CH:35][CH:36]=[CH:37]4)=[C:30]3[C:25]([CH:26]=[CH:27][CH:28]=[CH:29]3)=[CH:24][CH:23]=2)[C:16]2[CH:17]=[CH:18][CH:19]=[CH:20][CH:21]=2)=[CH:13][CH:14]=1.CC([O-])=O.CC([O-])=O.[Pd+2:63].C([O-])(O)=O.[Na+]. (2) The reactants are: [Cl:1][C:2]1[CH:7]=[CH:6][C:5]([C:8]2[S:9][C:10]([CH2:13]OC3CCC(=O)C=3)=[CH:11][N:12]=2)=[CH:4][CH:3]=1.[N-](S(C(F)(F)F)(=O)=O)S(C(F)(F)F)(=O)=[O:23].[CH2:36]([N+]1C=CN(C)C=1)[CH2:37][CH2:38][CH3:39].[CH3:46][O:47]CCOC. Given the product [Cl:1][C:2]1[CH:3]=[CH:4][C:5]([C:8]2[S:9][C:10]([CH3:13])=[C:11]([CH:36]3[C:37](=[O:23])[CH2:38][CH2:39][C:46]3=[O:47])[N:12]=2)=[CH:6][CH:7]=1, predict the reactants needed to synthesize it. (3) The reactants are: [NH2:1][C:2]1[CH:3]=[CH:4][C:5]([Br:12])=[C:6]([CH:11]=1)[C:7]([O:9][CH3:10])=[O:8].C(N(CC)CC)C.[C:20](Cl)(=[O:22])[CH3:21]. Given the product [C:20]([NH:1][C:2]1[CH:3]=[CH:4][C:5]([Br:12])=[C:6]([CH:11]=1)[C:7]([O:9][CH3:10])=[O:8])(=[O:22])[CH3:21], predict the reactants needed to synthesize it. (4) Given the product [CH2:56]([O:63][C:64](=[O:72])[CH2:65][CH2:66][CH2:67][N:68]([CH3:69])[CH3:70])[C:57]1[CH:62]=[CH:61][CH:60]=[CH:59][CH:58]=1, predict the reactants needed to synthesize it. The reactants are: C(O)CCCCCCCO.C(Br)C1C=CC=CC=1.C(OCCCCCCCCO)C1C=CC=CC=1.C(OCCCCCCCC(O)=O)C1C=CC=CC=1.Cl.Cl.[CH2:56]([O:63][C:64](=[O:72])[CH2:65][C@@H:66](N)[CH2:67][N:68]([CH3:70])[CH3:69])[C:57]1[CH:62]=[CH:61][CH:60]=[CH:59][CH:58]=1. (5) Given the product [CH3:24][O:23][CH:22]([O:25][CH3:26])[CH2:21][CH2:20][O:19][C:16]1[CH:17]=[CH:18][C:13]([CH2:12][CH2:11][N:9]2[C:10]3[C:6](=[CH:5][CH:4]=[CH:3][C:2]=3[O:1][C@@H:35]3[O:36][C@H:37]([CH2:54][O:55][C:56](=[O:61])[C:57]([CH3:60])([CH3:59])[CH3:58])[C@@H:38]([O:47][C:48](=[O:53])[C:49]([CH3:50])([CH3:51])[CH3:52])[C@H:39]([O:40][C:41](=[O:46])[C:42]([CH3:43])([CH3:44])[CH3:45])[C@H:34]3[O:33][C:27](=[O:32])[C:28]([CH3:31])([CH3:29])[CH3:30])[CH:7]=[CH:8]2)=[CH:14][CH:15]=1, predict the reactants needed to synthesize it. The reactants are: [OH:1][C:2]1[CH:3]=[CH:4][CH:5]=[C:6]2[C:10]=1[N:9]([CH2:11][CH2:12][C:13]1[CH:18]=[CH:17][C:16]([O:19][CH2:20][CH2:21][CH:22]([O:25][CH3:26])[O:23][CH3:24])=[CH:15][CH:14]=1)[CH:8]=[CH:7]2.[C:27]([O:33][C@@H:34]1[C@@H:39]([O:40][C:41](=[O:46])[C:42]([CH3:45])([CH3:44])[CH3:43])[C@H:38]([O:47][C:48](=[O:53])[C:49]([CH3:52])([CH3:51])[CH3:50])[C@@H:37]([CH2:54][O:55][C:56](=[O:61])[C:57]([CH3:60])([CH3:59])[CH3:58])[O:36][C@@H:35]1Br)(=[O:32])[C:28]([CH3:31])([CH3:30])[CH3:29].[OH-].[Na+]. (6) Given the product [Br:20][C:21]1[S:22][C:23]([C:29]2[CH:30]=[C:31]([CH3:35])[CH:32]=[CH:33][CH:34]=2)=[C:24]([C:26]([N:3]2[CH2:4][C@H:5]3[C@H:1]([CH2:6]3)[C@H:2]2[CH2:7][NH:8][C:9]([C:11]2[N:18]3[C:14]([S:15][CH:16]=[CH:17]3)=[N:13][C:12]=2[CH3:19])=[O:10])=[O:27])[N:25]=1, predict the reactants needed to synthesize it. The reactants are: [C@H:1]12[CH2:6][C@H:5]1[CH2:4][NH:3][C@@H:2]2[CH2:7][NH:8][C:9]([C:11]1[N:18]2[C:14]([S:15][CH:16]=[CH:17]2)=[N:13][C:12]=1[CH3:19])=[O:10].[Br:20][C:21]1[S:22][C:23]([C:29]2[CH:30]=[C:31]([CH3:35])[CH:32]=[CH:33][CH:34]=2)=[C:24]([C:26](O)=[O:27])[N:25]=1. (7) The reactants are: [CH2:1]([N:3]([C:31](=O)[C:32]1[CH:37]=[CH:36][C:35]([OH:38])=[CH:34][CH:33]=1)[C:4]1[CH:9]=[C:8]([O:10][CH3:11])[C:7]([O:12][CH3:13])=[CH:6][C:5]=1[CH:14]1[CH2:23][CH2:22][C:21]2[CH:20]=[C:19]([O:24]C(=O)C(C)(C)C)[CH:18]=[CH:17][C:16]=2[CH2:15]1)[CH3:2].Cl[CH2:41][C:42]([N:44]1[CH2:48][CH2:47][CH2:46][CH2:45]1)=O. Given the product [CH2:1]([N:3]([CH2:31][C:32]1[CH:33]=[CH:34][C:35]([O:38][CH2:41][CH2:42][N:44]2[CH2:48][CH2:47][CH2:46][CH2:45]2)=[CH:36][CH:37]=1)[C:4]1[CH:9]=[C:8]([O:10][CH3:11])[C:7]([O:12][CH3:13])=[CH:6][C:5]=1[CH:14]1[CH2:23][CH2:22][C:21]2[CH:20]=[C:19]([OH:24])[CH:18]=[CH:17][C:16]=2[CH2:15]1)[CH3:2], predict the reactants needed to synthesize it.